This data is from Reaction yield outcomes from USPTO patents with 853,638 reactions. The task is: Predict the reaction yield, written as a fraction of the theoretical maximum amount of product (1.0 means a 100% yield; for example, 0.34 means a 34% yield). (1) The reactants are [Cl:1][C:2]1[C:10]2[N:9]=[C:8]3[N:11]([C:15]4[CH:20]=[CH:19][C:18]([Cl:21])=[CH:17][C:16]=4[Cl:22])[CH2:12][CH2:13][CH2:14][N:7]3[C:6]=2[C:5]([CH:23]([OH:26])[CH2:24][CH3:25])=[CH:4][CH:3]=1.[CH:27]1([C:30](O)=[O:31])[CH2:29][CH2:28]1.C(N(CC)CC)C.Cl.C(N=C=NCCCN(C)C)C. The catalyst is CN(C)C1C=CN=CC=1.O1CCCC1.O. The product is [CH:27]1([C:30]([O:26][CH:23]([C:5]2[C:6]3[N:7]4[CH2:14][CH2:13][CH2:12][N:11]([C:15]5[CH:20]=[CH:19][C:18]([Cl:21])=[CH:17][C:16]=5[Cl:22])[C:8]4=[N:9][C:10]=3[C:2]([Cl:1])=[CH:3][CH:4]=2)[CH2:24][CH3:25])=[O:31])[CH2:29][CH2:28]1. The yield is 0.530. (2) The reactants are [N+:1]([C:4]1[C:5]([CH:14]=[CH2:15])=[C:6]([CH:11]=[CH:12][CH:13]=1)[C:7]([O:9][CH3:10])=[O:8])([O-])=O. The catalyst is CCOC(C)=O.CCO.[Pd]. The product is [NH2:1][C:4]1[C:5]([CH2:14][CH3:15])=[C:6]([CH:11]=[CH:12][CH:13]=1)[C:7]([O:9][CH3:10])=[O:8]. The yield is 0.970.